This data is from Reaction yield outcomes from USPTO patents with 853,638 reactions. The task is: Predict the reaction yield, written as a fraction of the theoretical maximum amount of product (1.0 means a 100% yield; for example, 0.34 means a 34% yield). (1) The reactants are C[O:2][C:3](=[O:25])[CH:4]([N:8]1[C:12](=[O:13])[CH:11]([CH2:14][O:15][CH2:16][C:17]2[CH:22]=[CH:21][C:20]([Br:23])=[CH:19][CH:18]=2)[NH:10][C:9]1=[O:24])[CH:5]([CH3:7])[CH3:6]. The catalyst is Cl. The product is [Br:23][C:20]1[CH:21]=[CH:22][C:17]([CH2:16][O:15][CH2:14][CH:11]2[C:12](=[O:13])[N:8]([CH:4]([CH:5]([CH3:7])[CH3:6])[C:3]([OH:25])=[O:2])[C:9](=[O:24])[NH:10]2)=[CH:18][CH:19]=1. The yield is 0.680. (2) The reactants are Cl[C:2]1[C:3]([NH2:11])=[C:4]2[C:8](=[CH:9][CH:10]=1)[NH:7][N:6]=[CH:5]2.[CH3:12]O. The catalyst is [Pd]. The product is [CH3:12][C:2]1[C:3]([NH2:11])=[C:4]2[C:8](=[CH:9][CH:10]=1)[NH:7][N:6]=[CH:5]2. The yield is 0.0600. (3) The yield is 0.800. The reactants are CN([C:4]([O:8][N:9]1N=NC2C=CC=C[C:10]1=2)=[N+](C)C)C.[B-](F)(F)(F)F.[F:23][C:24]1[N:32]=[CH:31][CH:30]=[CH:29][C:25]=1[C:26](O)=[O:27].Cl.CONC.C(N(C(C)C)CC)(C)C. The catalyst is ClCCl. The product is [F:23][C:24]1[N:32]=[CH:31][CH:30]=[CH:29][C:25]=1[C:26]([N:9]([O:8][CH3:4])[CH3:10])=[O:27]. (4) The reactants are C(N(C(C)C)C([S:7][C:8]1[CH:9]=[N:10][CH:11]=[CH:12][C:13]=1[NH:14][C:15](=O)[C:16]1[C:21]([Cl:22])=[CH:20][CH:19]=[CH:18][C:17]=1[Cl:23])=S)(C)C.ClC1C=CC=C(Cl)C=1C(Cl)=O.C(N(C(C)C)C(SC1C=NC=CC=1N)=S)(C)C. The catalyst is C(Cl)Cl. The product is [Cl:23][C:17]1[CH:18]=[CH:19][CH:20]=[C:21]([Cl:22])[C:16]=1[C:15]1[S:7][C:8]2[CH:9]=[N:10][CH:11]=[CH:12][C:13]=2[N:14]=1. The yield is 0.150. (5) The reactants are C([O:8][C:9]([C:11]1[CH:16]=[CH:15][C:14]([C:17]2[CH2:18][CH2:19][N:20]([C:23]([O:25][C:26]([CH3:29])([CH3:28])[CH3:27])=[O:24])[CH2:21][CH:22]=2)=[CH:13][N:12]=1)=[O:10])C1C=CC=CC=1. The catalyst is CO.[C].[Pd]. The product is [C:9]([C:11]1[CH:16]=[CH:15][C:14]([CH:17]2[CH2:22][CH2:21][N:20]([C:23]([O:25][C:26]([CH3:29])([CH3:28])[CH3:27])=[O:24])[CH2:19][CH2:18]2)=[CH:13][N:12]=1)([OH:10])=[O:8]. The yield is 0.330. (6) The reactants are [C:1]([O:4][C@@H:5]1[C@@H:10]([O:11][C:12](=[O:14])[CH3:13])[C@H:9]([O:15][C:16](=[O:18])[CH3:17])[C@@H:8]([O:19]/[C:20](/[C:29]([O:31][CH2:32][CH3:33])=[O:30])=[CH:21]\[C:22]2[CH:27]=[CH:26][CH:25]=[CH:24][C:23]=2F)[O:7][C@H:6]1[CH2:34][O:35][C:36](=[O:38])[CH3:37])(=[O:3])[CH3:2].[Cl:39]C1C=CC(CC(=O)C(OCC)=O)=CC=1.[H-].[Na+].[Br-].C(O[C@@H]1[C@@H](OC(=O)C)[C@H](OC(=O)C)[C@@H](COC(=O)C)O[C@@H]1O)(=O)C. No catalyst specified. The product is [C:1]([O:4][C@@H:5]1[C@@H:10]([O:11][C:12](=[O:14])[CH3:13])[C@H:9]([O:15][C:16](=[O:18])[CH3:17])[C@@H:8]([O:19]/[C:20](/[C:29]([O:31][CH2:32][CH3:33])=[O:30])=[CH:21]\[C:22]2[CH:27]=[CH:26][C:25]([Cl:39])=[CH:24][CH:23]=2)[O:7][C@H:6]1[CH2:34][O:35][C:36](=[O:38])[CH3:37])(=[O:3])[CH3:2]. The yield is 0.220. (7) The reactants are [F:1][C:2]1[CH:3]=[C:4]2[C:8](=[CH:9][CH:10]=1)[NH:7][CH:6]=[CH:5]2.C=O.CNC.CI.[Si](C#N)(C)(C)C.CC[CH2:26][CH2:27][N+:28](CCCC)(CCCC)CCCC.[F-]. The catalyst is C(O)(=O)C.O.C1(C)C=CC=CC=1. The product is [F:1][C:2]1[CH:3]=[C:4]2[C:8](=[CH:9][CH:10]=1)[NH:7][CH:6]=[C:5]2[CH2:26][C:27]#[N:28]. The yield is 0.610.